Task: Predict the product of the given reaction.. Dataset: Forward reaction prediction with 1.9M reactions from USPTO patents (1976-2016) (1) Given the reactants [OH-].[Na+].[CH3:3][N:4]([CH3:21])[C:5]([C:7]1[CH:8]=[C:9]2[C:13](=[CH:14][C:15]=1[O:16][CH3:17])[CH2:12][C:11](=[N:18]O)[C:10]2=[O:20])=[O:6].C1(C)C=CC(S(Cl)(=O)=[O:29])=CC=1, predict the reaction product. The product is: [C:11]([CH2:12][C:13]1[C:9]([C:10]([OH:20])=[O:29])=[CH:8][C:7]([C:5]([N:4]([CH3:3])[CH3:21])=[O:6])=[C:15]([O:16][CH3:17])[CH:14]=1)#[N:18]. (2) Given the reactants [F:1][C:2]1[CH:7]=[CH:6][CH:5]=[C:4]([N+:8]([O-:10])=[O:9])[C:3]=1F.Cl.[CH3:13][O:14][CH2:15][CH2:16][CH2:17][CH2:18][NH2:19].C(N(C(C)C)CC)(C)C, predict the reaction product. The product is: [F:1][C:2]1[CH:7]=[CH:6][CH:5]=[C:4]([N+:8]([O-:10])=[O:9])[C:3]=1[NH:19][CH2:18][CH2:17][CH2:16][CH2:15][O:14][CH3:13].